From a dataset of CYP1A2 inhibition data for predicting drug metabolism from PubChem BioAssay. Regression/Classification. Given a drug SMILES string, predict its absorption, distribution, metabolism, or excretion properties. Task type varies by dataset: regression for continuous measurements (e.g., permeability, clearance, half-life) or binary classification for categorical outcomes (e.g., BBB penetration, CYP inhibition). Dataset: cyp1a2_veith. (1) The drug is C[N+]1(C)CCC(=C(c2ccccc2)c2ccccc2)CC1. The result is 0 (non-inhibitor). (2) The drug is Br.N=C1c2ccccc2CN1NC(=O)c1ccc(F)cc1. The result is 0 (non-inhibitor). (3) The drug is COC(=O)c1ccc(C(=O)OC)c(NC(=S)N2CCN(c3ccccc3)CC2)c1. The result is 1 (inhibitor). (4) The drug is COc1ccc2[nH]cc(CCNc3nc(-c4cccc(NS(C)(=O)=O)c4)nc4ccccc34)c2c1. The result is 1 (inhibitor). (5) The compound is CC(C)N1CCN(c2ccncc2S(=O)(=O)N2CCCCC2)CC1. The result is 0 (non-inhibitor). (6) The compound is CCC(C)(C)C(=O)O[C@@H]1C[C@H](C)C=C2C=C[C@H](C)[C@@H](CC[C@H]3C[C@@H](O)CC(=O)O3)[C@H]21. The result is 0 (non-inhibitor).